Dataset: Catalyst prediction with 721,799 reactions and 888 catalyst types from USPTO. Task: Predict which catalyst facilitates the given reaction. (1) Reactant: [C:1]([NH:5][S:6]([C:9]1([CH3:12])[CH2:11][CH2:10]1)(=[O:8])=[O:7])([CH3:4])([CH3:3])[CH3:2].C(Br)[C:14]1[CH:19]=[CH:18][CH:17]=[CH:16][CH:15]=1.C(OCC)(=O)C. Product: [C:1]([NH:5][S:6]([C:9]1([CH2:12][C:14]2[CH:19]=[CH:18][CH:17]=[CH:16][CH:15]=2)[CH2:11][CH2:10]1)(=[O:8])=[O:7])([CH3:4])([CH3:2])[CH3:3]. The catalyst class is: 81. (2) Reactant: [I-].C1([P+](C2C=CC=CC=2)(C2C=CC=CC=2)[CH2:9][CH:10]2[CH2:15][CH2:14][O:13][CH2:12][CH2:11]2)C=CC=CC=1.C[Si](C)(C)[N-][Si](C)(C)C.[Li+].[CH3:38][S:39][C:40]1[CH:41]=[CH:42][C:43]([C:46](=O)[C:47]([O:49][CH2:50][CH3:51])=[O:48])=[N:44][CH:45]=1.[Cl-].[NH4+]. Product: [CH3:38][S:39][C:40]1[CH:41]=[CH:42][C:43]([C:46](=[CH:9][CH:10]2[CH2:11][CH2:12][O:13][CH2:14][CH2:15]2)[C:47]([O:49][CH2:50][CH3:51])=[O:48])=[N:44][CH:45]=1. The catalyst class is: 7. (3) Reactant: [CH:1]1([C:4]2[N:8]([CH:9]3[CH2:14][CH2:13][NH:12][CH2:11][CH2:10]3)[N:7]=[CH:6][C:5]=2[C:15]([N:17]2[CH2:21][CH2:20][CH:19]([C:22]3[CH:23]=[N:24][CH:25]=[CH:26][CH:27]=3)[CH2:18]2)=[O:16])[CH2:3][CH2:2]1.C(N(CC)CC)C.[F:35][C:36]1[CH:41]=[CH:40][CH:39]=[CH:38][C:37]=1[N:42]=[C:43]=[O:44]. Product: [CH:1]1([C:4]2[N:8]([CH:9]3[CH2:10][CH2:11][N:12]([C:43](=[O:44])[NH:42][C:37]4[CH:38]=[CH:39][CH:40]=[CH:41][C:36]=4[F:35])[CH2:13][CH2:14]3)[N:7]=[CH:6][C:5]=2[C:15]([N:17]2[CH2:21][CH2:20][CH:19]([C:22]3[CH:23]=[N:24][CH:25]=[CH:26][CH:27]=3)[CH2:18]2)=[O:16])[CH2:2][CH2:3]1. The catalyst class is: 22. (4) Reactant: [F:1][C:2]([F:47])([F:46])[C:3]1[CH:4]=[C:5]([CH:39]=[C:40]([C:42]([F:45])([F:44])[F:43])[CH:41]=1)[CH2:6][N:7]([CH2:15][C:16]1[CH:17]=[C:18]2[C:33]([CH3:34])=[N:32][N:31]([C:35]([CH3:38])([CH3:37])[CH3:36])[C:19]2=[N:20][C:21]=1[N:22]([CH2:27][CH:28]1[CH2:30][CH2:29]1)[CH2:23][CH:24]1[CH2:26][CH2:25]1)[C:8]1[CH:13]=[CH:12][C:11](Br)=[CH:10][N:9]=1.[CH:48]1(B(O)O)[CH2:50][CH2:49]1.C1(P(C2CCCCC2)C2CCCCC2)CCCCC1.[O-]P([O-])([O-])=O.[K+].[K+].[K+]. Product: [F:1][C:2]([F:47])([F:46])[C:3]1[CH:4]=[C:5]([CH:39]=[C:40]([C:42]([F:45])([F:44])[F:43])[CH:41]=1)[CH2:6][N:7]([CH2:15][C:16]1[CH:17]=[C:18]2[C:33]([CH3:34])=[N:32][N:31]([C:35]([CH3:38])([CH3:37])[CH3:36])[C:19]2=[N:20][C:21]=1[N:22]([CH2:27][CH:28]1[CH2:30][CH2:29]1)[CH2:23][CH:24]1[CH2:26][CH2:25]1)[C:8]1[CH:13]=[CH:12][C:11]([CH:48]2[CH2:50][CH2:49]2)=[CH:10][N:9]=1. The catalyst class is: 874. (5) Reactant: C(OC(=O)[NH:7][C:8]1([C:12]2[CH:17]=[CH:16][C:15]([C:18]3[N:22]4[C:23]5[CH:35]=[CH:34][CH:33]=[N:32][C:24]=5[NH:25][C:26]5[CH:31]=[CH:30][CH:29]=[CH:28][C:27]=5[C:21]4=[N:20][C:19]=3[C:36]3[CH:41]=[CH:40][C:39]([C:42]([N:44]4[CH2:48][CH2:47][CH2:46][CH2:45]4)=[O:43])=[CH:38][CH:37]=3)=[CH:14][CH:13]=2)[CH2:11][CH2:10][CH2:9]1)(C)(C)C.[ClH:50].O1CCOCC1. Product: [ClH:50].[ClH:50].[ClH:50].[N:44]1([C:42]([C:39]2[CH:40]=[CH:41][C:36]([C:19]3[N:20]=[C:21]4[C:27]5[CH:28]=[CH:29][CH:30]=[CH:31][C:26]=5[NH:25][C:24]5[N:32]=[CH:33][CH:34]=[CH:35][C:23]=5[N:22]4[C:18]=3[C:15]3[CH:14]=[CH:13][C:12]([C:8]4([NH2:7])[CH2:9][CH2:10][CH2:11]4)=[CH:17][CH:16]=3)=[CH:37][CH:38]=2)=[O:43])[CH2:45][CH2:46][CH2:47][CH2:48]1. The catalyst class is: 5.